Dataset: Forward reaction prediction with 1.9M reactions from USPTO patents (1976-2016). Task: Predict the product of the given reaction. (1) The product is: [Br:1][C:2]1[CH:7]=[C:6]([F:8])[CH:5]=[CH:4][C:3]=1[CH:9]1[C:14]([C:15]([O:17][CH2:18][CH3:19])=[O:16])=[C:13]([CH2:20][Br:38])[NH:12][C:11]([C:21]2[S:22][CH:23]=[C:24]([CH2:26][C:27]([O:29][CH3:30])=[O:28])[N:25]=2)=[N:10]1. Given the reactants [Br:1][C:2]1[CH:7]=[C:6]([F:8])[CH:5]=[CH:4][C:3]=1[CH:9]1[C:14]([C:15]([O:17][CH2:18][CH3:19])=[O:16])=[C:13]([CH3:20])[NH:12][C:11]([C:21]2[S:22][CH:23]=[C:24]([CH2:26][C:27]([O:29][CH3:30])=[O:28])[N:25]=2)=[N:10]1.C1C(=O)N([Br:38])C(=O)C1, predict the reaction product. (2) Given the reactants OO.[CH3:3][C:4]1[CH:9]=[C:8](B2OC(C)(C)C(C)(C)O2)[CH:7]=[C:6]([CH3:19])[C:5]=1[C:20]1[C:24](=[O:25])[CH2:23][CH:22]([CH2:26][CH2:27][NH:28][C:29]([C:31]2[CH:36]=[CH:35][CH:34]=[CH:33][N:32]=2)=[O:30])[C:21]=1[O:37][CH3:38].S(S([O-])=O)([O-])(=O)=[O:40].[Na+].[Na+], predict the reaction product. The product is: [OH:40][C:8]1[CH:9]=[C:4]([CH3:3])[C:5]([C:20]2[C:24](=[O:25])[CH2:23][CH:22]([CH2:26][CH2:27][NH:28][C:29]([C:31]3[CH:36]=[CH:35][CH:34]=[CH:33][N:32]=3)=[O:30])[C:21]=2[O:37][CH3:38])=[C:6]([CH3:19])[CH:7]=1.